This data is from Forward reaction prediction with 1.9M reactions from USPTO patents (1976-2016). The task is: Predict the product of the given reaction. (1) Given the reactants [C:1](N1C=CC=CC1=O)([N:3]1C=CC=CC1=O)=[S:2].[F:17][C:18]([F:30])([F:29])[C:19]1[CH:20]=[C:21]2[C:25](=[CH:26][CH:27]=1)[NH:24][N:23]=[C:22]2[NH2:28].[NH4+].[OH-], predict the reaction product. The product is: [F:30][C:18]([F:17])([F:29])[C:19]1[CH:20]=[C:21]2[C:25](=[CH:26][CH:27]=1)[NH:24][N:23]=[C:22]2[NH:28][C:1]([NH2:3])=[S:2]. (2) Given the reactants [C:1]([O:5][C:6]([N:8]1[CH2:12][C:11](=O)[CH:10]2[O:14][CH2:15][C:16]([O:19][CH3:20])([O:17][CH3:18])[CH:9]12)=[O:7])([CH3:4])([CH3:3])[CH3:2].[CH3:21]C([O-])(C)C.[K+].C(OCC)C, predict the reaction product. The product is: [C:1]([O:5][C:6]([N:8]1[CH2:12][C:11](=[CH2:21])[CH:10]2[O:14][CH2:15][C:16]([O:17][CH3:18])([O:19][CH3:20])[CH:9]12)=[O:7])([CH3:2])([CH3:3])[CH3:4]. (3) Given the reactants [Br:1][C:2]1[CH:7]=[CH:6][C:5]([OH:8])=[CH:4][CH:3]=1.Cl[CH2:10][CH:11]1[CH2:13][CH2:12]1.C([O-])([O-])=O.[K+].[K+].CN(C=O)C, predict the reaction product. The product is: [Br:1][C:2]1[CH:7]=[CH:6][C:5]([O:8][CH2:10][CH:11]2[CH2:13][CH2:12]2)=[CH:4][CH:3]=1. (4) Given the reactants Cl[C:2]1[C:7]([N+:8]([O-:10])=[O:9])=[CH:6][CH:5]=[CH:4][N:3]=1.[C:11]1([CH3:18])[CH:16]=[CH:15][CH:14]=[C:13]([NH2:17])[CH:12]=1.CCN(CC)CC, predict the reaction product. The product is: [N+:8]([C:7]1[C:2]([NH:17][C:13]2[CH:12]=[C:11]([CH3:18])[CH:16]=[CH:15][CH:14]=2)=[N:3][CH:4]=[CH:5][CH:6]=1)([O-:10])=[O:9]. (5) Given the reactants ClCC1C=CC([C@H](C2C=CC(Cl)=CC=2)[N:10]2[CH2:13][C:12](=[C:14]([C:19]3[CH:24]=[C:23]([F:25])[CH:22]=[C:21]([F:26])[CH:20]=3)[S:15]([CH3:18])(=[O:17])=[O:16])[CH2:11]2)=CC=1.C1(NCCC)CC1, predict the reaction product. The product is: [F:26][C:21]1[CH:20]=[C:19]([C:14](=[C:12]2[CH2:13][NH:10][CH2:11]2)[S:15]([CH3:18])(=[O:17])=[O:16])[CH:24]=[C:23]([F:25])[CH:22]=1. (6) Given the reactants F[C:2]1[C:9]([F:10])=[CH:8][C:7]([N+:11]([O-:13])=[O:12])=[CH:6][C:3]=1[CH:4]=[O:5].[CH3:14][CH:15]([SH:17])[CH3:16], predict the reaction product. The product is: [F:10][C:9]1[C:2]([S:17][CH:15]([CH3:16])[CH3:14])=[C:3]([CH:6]=[C:7]([N+:11]([O-:13])=[O:12])[CH:8]=1)[CH:4]=[O:5].